From a dataset of Reaction yield outcomes from USPTO patents with 853,638 reactions. Predict the reaction yield, written as a fraction of the theoretical maximum amount of product (1.0 means a 100% yield; for example, 0.34 means a 34% yield). The reactants are [CH2:1]([NH:5][C:6](=[O:12])[C:7]([O:9][CH2:10][CH3:11])=[O:8])[C:2]([CH3:4])=O.O=P(Cl)(Cl)Cl.O. The catalyst is C1(C)C=CC=CC=1. The product is [CH3:4][C:2]1[O:12][C:6]([C:7]([O:9][CH2:10][CH3:11])=[O:8])=[N:5][CH:1]=1. The yield is 0.619.